This data is from Reaction yield outcomes from USPTO patents with 853,638 reactions. The task is: Predict the reaction yield, written as a fraction of the theoretical maximum amount of product (1.0 means a 100% yield; for example, 0.34 means a 34% yield). (1) The reactants are [CH3:1][C:2]1[C:6]([C:7]([O:9][CH3:10])=[O:8])=[CH:5][NH:4][N:3]=1.Br[CH2:12][C:13]1[CH:18]=[CH:17][CH:16]=[CH:15][CH:14]=1.C(=O)([O-])[O-].[K+].[K+]. The catalyst is CN(C)C=O. The product is [CH2:12]([N:3]1[C:2]([CH3:1])=[C:6]([C:7]([O:9][CH3:10])=[O:8])[CH:5]=[N:4]1)[C:13]1[CH:18]=[CH:17][CH:16]=[CH:15][CH:14]=1. The yield is 0.420. (2) The reactants are [CH3:1][C:2]1([CH3:34])[CH2:5][CH:4]([CH:6]([NH:23][C:24]2[CH:25]=[N:26][C:27]3[C:32]([CH:33]=2)=[CH:31][CH:30]=[CH:29][CH:28]=3)[C:7]2[CH:22]=[CH:21][C:10]([C:11]([NH:13][CH2:14][CH2:15][C:16]([O:18]CC)=[O:17])=[O:12])=[CH:9][CH:8]=2)[CH2:3]1.O1CCCC1.[OH-].[Na+].Cl. The catalyst is C(OCC)(=O)C.O.CO. The product is [CH3:1][C:2]1([CH3:34])[CH2:5][CH:4]([CH:6]([NH:23][C:24]2[CH:25]=[N:26][C:27]3[C:32]([CH:33]=2)=[CH:31][CH:30]=[CH:29][CH:28]=3)[C:7]2[CH:22]=[CH:21][C:10]([C:11]([NH:13][CH2:14][CH2:15][C:16]([OH:18])=[O:17])=[O:12])=[CH:9][CH:8]=2)[CH2:3]1. The yield is 0.830. (3) The reactants are [O:1]=[C:2]1[C:11]2[CH:10]=[CH:9][CH:8]=[C:7]3[NH:12][CH:13]([C:21]4[CH:28]=[CH:27][C:24]([CH:25]=O)=[CH:23][CH:22]=4)[CH:14]([C:15]4[CH:20]=[CH:19][CH:18]=[CH:17][CH:16]=4)[C:5]([C:6]=23)=[N:4][NH:3]1.[CH3:29][NH:30][CH3:31].[BH4-].[Na+]. The yield is 0.320. The product is [CH3:29][N:30]([CH2:25][C:24]1[CH:27]=[CH:28][C:21]([CH:13]2[NH:12][C:7]3[C:6]4[C:5](=[N:4][NH:3][C:2](=[O:1])[C:11]=4[CH:10]=[CH:9][CH:8]=3)[CH:14]2[C:15]2[CH:20]=[CH:19][CH:18]=[CH:17][CH:16]=2)=[CH:22][CH:23]=1)[CH3:31]. No catalyst specified. (4) The reactants are [CH2:1]([C:5]1[C:9](/[CH:10]=[CH:11]/[C:12]2[S:13][C:14]([C:18]([OH:20])=O)=[C:15]([CH3:17])[N:16]=2)=[C:8]([CH3:21])[O:7][N:6]=1)[CH2:2][CH2:3][CH3:4].Cl.[NH2:23][C@@H:24]1[CH2:28][CH2:27][CH2:26][C@H:25]1[OH:29]. No catalyst specified. The product is [OH:29][C@@H:25]1[CH2:26][CH2:27][CH2:28][C@H:24]1[NH:23][C:18]([C:14]1[S:13][C:12](/[CH:11]=[CH:10]/[C:9]2[C:5]([CH2:1][CH2:2][CH2:3][CH3:4])=[N:6][O:7][C:8]=2[CH3:21])=[N:16][C:15]=1[CH3:17])=[O:20]. The yield is 0.750.